Dataset: Catalyst prediction with 721,799 reactions and 888 catalyst types from USPTO. Task: Predict which catalyst facilitates the given reaction. (1) Reactant: CS[C:3]1[N:4]=[N:5][C:6]([C:20]#[N:21])=[C:7]([N:9]2[CH2:15][CH2:14][C:13]3[CH:16]=[CH:17][CH:18]=[CH:19][C:12]=3[CH2:11][CH2:10]2)[N:8]=1.ClC1C=CC=C(C(OO)=[O:30])C=1. Product: [OH:30][C:3]1[N:4]=[N:5][C:6]([C:20]#[N:21])=[C:7]([N:9]2[CH2:15][CH2:14][C:13]3[CH:16]=[CH:17][CH:18]=[CH:19][C:12]=3[CH2:11][CH2:10]2)[N:8]=1. The catalyst class is: 4. (2) Reactant: [OH:1][C:2]1[CH:3]=[C:4]([CH:7]=[CH:8][CH:9]=1)[CH:5]=O.[N+:10]([CH2:13][CH3:14])([O-:12])=[O:11].C([O-])(=O)C.[NH4+].O. Product: [N+:10](/[C:13](/[CH3:14])=[CH:5]/[C:4]1[CH:3]=[C:2]([OH:1])[CH:9]=[CH:8][CH:7]=1)([O-:12])=[O:11]. The catalyst class is: 15. (3) Reactant: [Cl:1][C:2]1[CH:7]=[C:6]([F:8])[CH:5]=[CH:4][C:3]=1[S:9]([NH:12][CH2:13][C@@H:14]([OH:26])[CH2:15][CH2:16][NH:17][C:18](=[O:25])[C@H:19]([CH2:21][CH:22]([CH3:24])[CH3:23])[NH2:20])(=[O:11])=[O:10].[S:27]1[C:31]2[CH:32]=[CH:33][CH:34]=[CH:35][C:30]=2[CH:29]=[C:28]1[C:36](O)=[O:37].C1C=C2C(N(O)N=NC2=CC=1)=O.CN1CCOCC1.CCN=C=NCCCN(C)C.Cl. Product: [Cl:1][C:2]1[CH:7]=[C:6]([F:8])[CH:5]=[CH:4][C:3]=1[S:9]([NH:12][CH2:13][C@@H:14]([OH:26])[CH2:15][CH2:16][NH:17][C:18]([C@@H:19]([NH:20][C:36]([C:28]1[S:27][C:31]2[CH:32]=[CH:33][CH:34]=[CH:35][C:30]=2[CH:29]=1)=[O:37])[CH2:21][CH:22]([CH3:23])[CH3:24])=[O:25])(=[O:10])=[O:11]. The catalyst class is: 4. (4) Reactant: C1(P(C2C=CC=CC=2)C2C=CC=CC=2)C=CC=CC=1.C(OC(N=NC(OC(C)(C)C)=O)=O)(C)(C)C.O[CH2:37][CH2:38][N:39]1[CH:44]=[CH:43][C:42]2[CH:45]=[CH:46][O:47][C:41]=2[C:40]1=[O:48].[N+:49]([C:52]1[CH:57]=[CH:56][CH:55]=[CH:54][C:53]=1[S:58]([NH:61][CH2:62][CH2:63][CH2:64][O:65][CH:66]1[CH2:71][CH2:70][CH2:69][CH2:68][O:67]1)(=[O:60])=[O:59])([O-:51])=[O:50]. Product: [N+:49]([C:52]1[CH:57]=[CH:56][CH:55]=[CH:54][C:53]=1[S:58]([N:61]([CH2:37][CH2:38][N:39]1[CH:44]=[CH:43][C:42]2[CH:45]=[CH:46][O:47][C:41]=2[C:40]1=[O:48])[CH2:62][CH2:63][CH2:64][O:65][CH:66]1[CH2:71][CH2:70][CH2:69][CH2:68][O:67]1)(=[O:59])=[O:60])([O-:51])=[O:50]. The catalyst class is: 7. (5) Reactant: [NH2:1][C:2]1[N:7]=[C:6]([CH3:8])[N:5]=[C:4]([C:9]2[CH:10]=[C:11]([C:25](=[O:27])[CH3:26])[CH:12]=[N:13][C:14]=2[NH:15][C:16]2[CH:17]=[N:18][C:19]([Cl:24])=[C:20]([O:22][CH3:23])[CH:21]=2)[N:3]=1.[CH3:28][Mg]Br. Product: [NH2:1][C:2]1[N:7]=[C:6]([CH3:8])[N:5]=[C:4]([C:9]2[CH:10]=[C:11]([C:25]([OH:27])([CH3:28])[CH3:26])[CH:12]=[N:13][C:14]=2[NH:15][C:16]2[CH:17]=[N:18][C:19]([Cl:24])=[C:20]([O:22][CH3:23])[CH:21]=2)[N:3]=1. The catalyst class is: 1. (6) Reactant: Cl[C:2]1[CH:3]=[CH:4][CH:5]=[C:6]2[C:10]=1[C:9](=[O:11])[CH:8]([CH2:12][CH:13]1[CH2:18][CH2:17][CH2:16][CH2:15][CH2:14]1)[CH2:7]2.C[C:20]1[C:25]([CH3:26])=[CH:24][CH:23]=[CH:22][C:21]=1B(O)O.[C:30](=O)([O-])[O-].[Na+].[Na+].C(O)CO. Product: [CH3:26][C:25]1[CH:24]=[C:23]([C:2]2[CH:3]=[CH:4][CH:5]=[C:6]3[C:10]=2[C:9](=[O:11])[CH:8]([CH2:12][CH:13]2[CH2:18][CH2:17][CH2:16][CH2:15][CH2:14]2)[CH2:7]3)[CH:22]=[C:21]([CH3:30])[CH:20]=1. The catalyst class is: 6. (7) Reactant: Br[CH:2]([C:8]1[CH:13]=[CH:12][CH:11]=[CH:10][CH:9]=1)[C:3]([O:5][CH2:6][CH3:7])=[O:4].[CH3:14][CH:15]1[CH2:20][CH:19]([CH3:21])[CH2:18][NH:17][CH2:16]1.CCN(C(C)C)C(C)C. Product: [CH3:14][CH:15]1[CH2:20][CH:19]([CH3:21])[CH2:18][N:17]([CH:2]([C:8]2[CH:13]=[CH:12][CH:11]=[CH:10][CH:9]=2)[C:3]([O:5][CH2:6][CH3:7])=[O:4])[CH2:16]1. The catalyst class is: 10.